Dataset: Full USPTO retrosynthesis dataset with 1.9M reactions from patents (1976-2016). Task: Predict the reactants needed to synthesize the given product. (1) Given the product [CH:3]1([CH2:6][N:7]([CH2:20][CH2:21][CH2:22][C:23]2[C:31]3[C:26](=[CH:27][CH:28]=[C:29]([F:32])[CH:30]=3)[N:25]([CH3:34])[CH:24]=2)[CH:8]2[CH2:17][C:16]3[C:11](=[CH:12][CH:13]=[CH:14][C:15]=3[O:18][CH3:19])[O:10][CH2:9]2)[CH2:5][CH2:4]1, predict the reactants needed to synthesize it. The reactants are: [H-].[Na+].[CH:3]1([CH2:6][N:7]([CH2:20][CH2:21][CH2:22][C:23]2[C:31]3[C:26](=[CH:27][CH:28]=[C:29]([F:32])[CH:30]=3)[NH:25][CH:24]=2)[CH:8]2[CH2:17][C:16]3[C:11](=[CH:12][CH:13]=[CH:14][C:15]=3[O:18][CH3:19])[O:10][CH2:9]2)[CH2:5][CH2:4]1.I[CH3:34]. (2) Given the product [CH3:14][C:8]1[CH:7]=[C:6]([O:9][CH:11]([OH:13])[CH3:12])[S:2][CH:3]=1, predict the reactants needed to synthesize it. The reactants are: C[S:2][C:3]1[CH:8]=[CH:7][C:6]([OH:9])=CC=1.Br[CH:11]([OH:13])[CH3:12].[C:14](=O)([O-])[O-].[K+].[K+]. (3) Given the product [CH2:1]([O:8][CH2:9][C@@H:10]([O:11][S:28]([CH3:27])(=[O:30])=[O:29])[C@@H:12]1[CH2:13][C@@H:14]([CH2:18][CH3:19])[C:15](=[O:17])[O:16]1)[C:2]1[CH:3]=[CH:4][CH:5]=[CH:6][CH:7]=1, predict the reactants needed to synthesize it. The reactants are: [CH2:1]([O:8][CH2:9][C@H:10]([C@H:12]1[O:16][C:15](=[O:17])[C@H:14]([CH2:18][CH3:19])[CH2:13]1)[OH:11])[C:2]1[CH:7]=[CH:6][CH:5]=[CH:4][CH:3]=1.C(N(CC)CC)C.[CH3:27][S:28](Cl)(=[O:30])=[O:29].O. (4) Given the product [N:1]1[O:5][N:4]=[C:3]2[CH:6]=[C:7]([CH:10]3[N:15]([C:16]([O:18][C:19]4[CH:24]=[CH:23][C:22]([N+:25]([O-:27])=[O:26])=[CH:21][CH:20]=4)=[O:17])[C:14](=[O:28])[NH:13][C:12]([CH2:30][Br:35])=[C:11]3[C:31]([O:33][CH3:34])=[O:32])[CH:8]=[CH:9][C:2]=12, predict the reactants needed to synthesize it. The reactants are: [N:1]1[O:5][N:4]=[C:3]2[CH:6]=[C:7]([CH:10]3[N:15]([C:16]([O:18][C:19]4[CH:24]=[CH:23][C:22]([N+:25]([O-:27])=[O:26])=[CH:21][CH:20]=4)=[O:17])[C:14]([O:28]C)=[N:13][C:12]([CH3:30])=[C:11]3[C:31]([O:33][CH3:34])=[O:32])[CH:8]=[CH:9][C:2]=12.[Br:35]Br. (5) Given the product [Cl:8][C:6]1[N:5]=[C:4]([S:9][CH3:10])[N:3]=[C:2]([NH:11][C:12]2[CH:17]=[C:16]([CH3:18])[CH:15]=[CH:14][C:13]=2[NH:19][C:20](=[O:26])[O:21][C:22]([CH3:24])([CH3:23])[CH3:25])[CH:7]=1, predict the reactants needed to synthesize it. The reactants are: Cl[C:2]1[CH:7]=[C:6]([Cl:8])[N:5]=[C:4]([S:9][CH3:10])[N:3]=1.[NH2:11][C:12]1[CH:17]=[C:16]([CH3:18])[CH:15]=[CH:14][C:13]=1[NH:19][C:20](=[O:26])[O:21][C:22]([CH3:25])([CH3:24])[CH3:23].C(N(CC)C(C)C)(C)C.O. (6) The reactants are: Cl[C:2]1[CH:3]=[CH:4][C:5]2[O:14][CH2:13][CH2:12][C:11]3[CH:10]=[C:9]([C:15]4[N:16]([C:20]5[CH:25]=[CH:24][C:23]([F:26])=[CH:22][C:21]=5[F:27])[N:17]=[CH:18][N:19]=4)[S:8][C:7]=3[C:6]=2[N:28]=1.[CH3:29][N:30]1[CH2:34][CH2:33][CH:32]([CH2:35][NH2:36])[CH2:31]1.C(N1CCN2CCN(CCCC)P1N(CCCC)CC2)CCC. Given the product [F:27][C:21]1[CH:22]=[C:23]([F:26])[CH:24]=[CH:25][C:20]=1[N:16]1[C:15]([C:9]2[S:8][C:7]3[C:6]4[N:28]=[C:2]([NH:36][CH2:35][CH:32]5[CH2:33][CH2:34][N:30]([CH3:29])[CH2:31]5)[CH:3]=[CH:4][C:5]=4[O:14][CH2:13][CH2:12][C:11]=3[CH:10]=2)=[N:19][CH:18]=[N:17]1, predict the reactants needed to synthesize it. (7) Given the product [OH:28][C:9]1[C:8]([CH2:7][CH:2]=[CH2:3])=[C:13]([OH:16])[CH:12]=[CH:11][C:10]=1[C:32]([C:22]1[CH:23]=[CH:24][CH:25]=[CH:26][CH:27]=1)=[O:33], predict the reactants needed to synthesize it. The reactants are: Br[CH:2]([C:7]1[CH:12]=[CH:11][CH:10]=[CH:9][CH:8]=1)[C:3](OC)=O.[C:13]([O-:16])([O-])=O.[Cs+].[Cs+].O1[C:23]2[CH:24]=[CH:25][CH:26]=[CH:27][C:22]=2C=N1.[OH2:28].CN([CH:32]=[O:33])C.